Predict the product of the given reaction. From a dataset of Forward reaction prediction with 1.9M reactions from USPTO patents (1976-2016). Given the reactants [S:1]1[C:5]2[S:6][CH2:7][CH2:8][C:9](=[O:10])[C:4]=2[CH:3]=[CH:2]1.[Br:11]Br.C([O-])(=O)C.[Na+], predict the reaction product. The product is: [Br:11][C:2]1[S:1][C:5]2[S:6][CH2:7][CH2:8][C:9](=[O:10])[C:4]=2[CH:3]=1.